Dataset: NCI-60 drug combinations with 297,098 pairs across 59 cell lines. Task: Regression. Given two drug SMILES strings and cell line genomic features, predict the synergy score measuring deviation from expected non-interaction effect. (1) Drug 1: CC(C1=C(C=CC(=C1Cl)F)Cl)OC2=C(N=CC(=C2)C3=CN(N=C3)C4CCNCC4)N. Drug 2: C1=CC(=CC=C1CCC2=CNC3=C2C(=O)NC(=N3)N)C(=O)NC(CCC(=O)O)C(=O)O. Cell line: A498. Synergy scores: CSS=23.7, Synergy_ZIP=-5.25, Synergy_Bliss=-0.166, Synergy_Loewe=-3.21, Synergy_HSA=1.61. (2) Drug 1: COC1=C(C=C2C(=C1)N=CN=C2NC3=CC(=C(C=C3)F)Cl)OCCCN4CCOCC4. Drug 2: C1=CC(=CC=C1CC(C(=O)O)N)N(CCCl)CCCl.Cl. Cell line: MCF7. Synergy scores: CSS=25.0, Synergy_ZIP=-1.16, Synergy_Bliss=1.22, Synergy_Loewe=0.855, Synergy_HSA=2.90. (3) Drug 1: CCC1=C2CN3C(=CC4=C(C3=O)COC(=O)C4(CC)O)C2=NC5=C1C=C(C=C5)O. Drug 2: CC1=C(C(=CC=C1)Cl)NC(=O)C2=CN=C(S2)NC3=CC(=NC(=N3)C)N4CCN(CC4)CCO. Cell line: SF-295. Synergy scores: CSS=21.8, Synergy_ZIP=-2.26, Synergy_Bliss=-5.07, Synergy_Loewe=-24.0, Synergy_HSA=-3.91. (4) Drug 1: CC1=CC=C(C=C1)C2=CC(=NN2C3=CC=C(C=C3)S(=O)(=O)N)C(F)(F)F. Drug 2: COC1=NC(=NC2=C1N=CN2C3C(C(C(O3)CO)O)O)N. Cell line: EKVX. Synergy scores: CSS=-4.03, Synergy_ZIP=0.634, Synergy_Bliss=-2.81, Synergy_Loewe=-2.99, Synergy_HSA=-4.56. (5) Drug 1: CC1CCC2CC(C(=CC=CC=CC(CC(C(=O)C(C(C(=CC(C(=O)CC(OC(=O)C3CCCCN3C(=O)C(=O)C1(O2)O)C(C)CC4CCC(C(C4)OC)OCCO)C)C)O)OC)C)C)C)OC. Drug 2: CC(C)NC(=O)C1=CC=C(C=C1)CNNC.Cl. Cell line: UO-31. Synergy scores: CSS=4.04, Synergy_ZIP=14.1, Synergy_Bliss=1.50, Synergy_Loewe=-10.0, Synergy_HSA=0.0942. (6) Drug 1: CC=C1C(=O)NC(C(=O)OC2CC(=O)NC(C(=O)NC(CSSCCC=C2)C(=O)N1)C(C)C)C(C)C. Synergy scores: CSS=25.3, Synergy_ZIP=3.99, Synergy_Bliss=4.43, Synergy_Loewe=-26.8, Synergy_HSA=3.30. Drug 2: CN1C2=C(C=C(C=C2)N(CCCl)CCCl)N=C1CCCC(=O)O.Cl. Cell line: 786-0.